Dataset: Full USPTO retrosynthesis dataset with 1.9M reactions from patents (1976-2016). Task: Predict the reactants needed to synthesize the given product. (1) Given the product [CH3:22][O:21][C:19](=[O:20])[C:18]1[CH:23]=[CH:24][C:15]([O:11][C:8]2[CH:7]=[CH:6][C:5]([C:4]([F:12])([F:13])[F:3])=[CH:10][CH:9]=2)=[N:16][CH:17]=1, predict the reactants needed to synthesize it. The reactants are: [H-].[Na+].[F:3][C:4]([F:13])([F:12])[C:5]1[CH:10]=[CH:9][C:8]([OH:11])=[CH:7][CH:6]=1.Cl[C:15]1[CH:24]=[CH:23][C:18]([C:19]([O:21][CH3:22])=[O:20])=[CH:17][N:16]=1. (2) Given the product [O:1]=[C:2]1[C:10]2[C:5](=[CH:6][C:7]([O:11][C:12]3[CH:19]=[CH:18][C:15]([C:16]([NH2:17])=[O:20])=[CH:14][CH:13]=3)=[CH:8][CH:9]=2)[CH2:4][CH2:3]1, predict the reactants needed to synthesize it. The reactants are: [O:1]=[C:2]1[C:10]2[C:5](=[CH:6][C:7]([O:11][C:12]3[CH:19]=[CH:18][C:15]([C:16]#[N:17])=[CH:14][CH:13]=3)=[CH:8][CH:9]=2)[CH2:4][CH2:3]1.[OH-:20].[K+]. (3) Given the product [CH3:24][O:22][C:21]([C:4]1[C:3]([CH2:1][CH3:2])=[C:11]2[N:6]([CH:5]=1)[N:7]=[CH:8][N:9]=[C:10]2[NH:12][C:13]1[CH:14]=[N:15][C:16]([O:19][CH3:20])=[CH:17][CH:18]=1)=[O:23], predict the reactants needed to synthesize it. The reactants are: [CH2:1]([C:3]1[C:4]([C:21]([OH:23])=[O:22])=[CH:5][N:6]2[C:11]=1[C:10]([NH:12][C:13]1[CH:14]=[N:15][C:16]([O:19][CH3:20])=[CH:17][CH:18]=1)=[N:9][CH:8]=[N:7]2)[CH3:2].[CH3:24][Si](C=[N+]=[N-])(C)C.C(O)(=O)C. (4) Given the product [CH2:16]([CH:18]1[CH2:23][N:22]([C:13]([C:9]2[CH:10]=[N:11][O:12][C:8]=2[C:5]2[CH:4]=[CH:3][C:2]([CH3:1])=[CH:7][CH:6]=2)=[O:15])[CH:21]([CH3:24])[CH2:20][CH2:19]1)[CH3:17], predict the reactants needed to synthesize it. The reactants are: [CH3:1][C:2]1[CH:7]=[CH:6][C:5]([C:8]2[O:12][N:11]=[CH:10][C:9]=2[C:13]([OH:15])=O)=[CH:4][CH:3]=1.[CH2:16]([CH:18]1[CH2:23][NH:22][CH:21]([CH3:24])[CH2:20][CH2:19]1)[CH3:17]. (5) Given the product [O:15]=[C:14]1[N:9]([CH2:8][C:6]2[CH:5]=[CH:4][N:3]=[C:2]([N:39]3[CH2:40][CH2:41][CH:36]([C:34]#[N:35])[CH2:37][CH2:38]3)[CH:7]=2)[N:10]=[C:11]([C:16]2[O:20][N:19]=[C:18]([C:21]3[CH:26]=[CH:25][C:24]([C:27]([CH3:33])([CH3:32])[C:28]([F:31])([F:30])[F:29])=[CH:23][CH:22]=3)[N:17]=2)[CH:12]=[CH:13]1, predict the reactants needed to synthesize it. The reactants are: Cl[C:2]1[CH:7]=[C:6]([CH2:8][N:9]2[C:14](=[O:15])[CH:13]=[CH:12][C:11]([C:16]3[O:20][N:19]=[C:18]([C:21]4[CH:26]=[CH:25][C:24]([C:27]([CH3:33])([CH3:32])[C:28]([F:31])([F:30])[F:29])=[CH:23][CH:22]=4)[N:17]=3)=[N:10]2)[CH:5]=[CH:4][N:3]=1.[C:34]([CH:36]1[CH2:41][CH2:40][NH:39][CH2:38][CH2:37]1)#[N:35]. (6) Given the product [CH3:18][O:19][C:20]([C:22]1[CH:23]=[C:24]([C:29]2[CH:30]=[CH:31][C:32]([CH3:35])=[CH:33][CH:34]=2)[CH:25]=[C:26]([C:13]2[S:14][CH:15]=[CH:16][N:17]=2)[CH:27]=1)=[O:21], predict the reactants needed to synthesize it. The reactants are: BrCCBr.C=C.C[Si](Cl)(C)C.Br[C:13]1[S:14][CH:15]=[CH:16][N:17]=1.[CH3:18][O:19][C:20]([C:22]1[CH:23]=[C:24]([C:29]2[CH:34]=[CH:33][C:32]([CH3:35])=[CH:31][CH:30]=2)[CH:25]=[C:26](I)[CH:27]=1)=[O:21]. (7) Given the product [Cl:1][C:2]1[CH:10]=[CH:9][C:8]([C:11]2[S:15][CH:14]=[N:13][CH:12]=2)=[CH:7][C:3]=1[C:4]([NH:6][C:37](=[O:38])[NH:36][C:34]1[S:35][C:31]2[CH:30]=[C:29]([S:26]([CH2:25][CH2:24][CH2:23][N:20]3[CH2:21][CH2:22][N:17]([CH3:16])[CH2:18][CH2:19]3)(=[O:28])=[O:27])[CH:48]=[CH:47][C:32]=2[N:33]=1)=[O:5], predict the reactants needed to synthesize it. The reactants are: [Cl:1][C:2]1[CH:10]=[CH:9][C:8]([C:11]2[S:15][CH:14]=[N:13][CH:12]=2)=[CH:7][C:3]=1[C:4]([NH2:6])=[O:5].[CH3:16][N:17]1[CH2:22][CH2:21][N:20]([CH2:23][CH2:24][CH2:25][S:26]([C:29]2[CH:48]=[CH:47][C:32]3[N:33]=[C:34]([NH:36][C:37](=O)[O:38]C4C=CC(F)=CC=4)[S:35][C:31]=3[CH:30]=2)(=[O:28])=[O:27])[CH2:19][CH2:18]1. (8) Given the product [OH:1][CH2:19][CH2:20][O:21][C:22]1[CH:27]=[CH:26][C:25]([C:28]2[N:29]=[C:30]3[CH:35]=[CH:34][C:33]([I:36])=[CH:32][N:31]3[CH:37]=2)=[CH:24][CH:23]=1, predict the reactants needed to synthesize it. The reactants are: [O:1]([CH2:19][CH2:20][O:21][C:22]1[CH:27]=[CH:26][C:25]([C:28]2[N:29]=[C:30]3[CH:35]=[CH:34][C:33]([I:36])=[CH:32][N:31]3[CH:37]=2)=[CH:24][CH:23]=1)[Si](C(C)(C)C)(C1C=CC=CC=1)C1C=CC=CC=1.[F-].C([N+](CCCC)(CCCC)CCCC)CCC.[Cl-].[NH4+].O. (9) Given the product [F:7][C:8]([F:21])([F:20])[S:9]([O:6][CH2:1][C:2]([F:5])([F:4])[F:3])(=[O:11])=[O:10], predict the reactants needed to synthesize it. The reactants are: [CH2:1]([OH:6])[C:2]([F:5])([F:4])[F:3].[F:7][C:8]([F:21])([F:20])[S:9](O[S:9]([C:8]([F:21])([F:20])[F:7])(=[O:11])=[O:10])(=[O:11])=[O:10].C(N(CC)C(C)C)(C)C.C(=O)([O-])[O-].[Na+].[Na+].